From a dataset of NCI-60 drug combinations with 297,098 pairs across 59 cell lines. Regression. Given two drug SMILES strings and cell line genomic features, predict the synergy score measuring deviation from expected non-interaction effect. Drug 1: CC=C1C(=O)NC(C(=O)OC2CC(=O)NC(C(=O)NC(CSSCCC=C2)C(=O)N1)C(C)C)C(C)C. Drug 2: CN1C2=C(C=C(C=C2)N(CCCl)CCCl)N=C1CCCC(=O)O.Cl. Cell line: NCI-H460. Synergy scores: CSS=45.8, Synergy_ZIP=0.382, Synergy_Bliss=1.02, Synergy_Loewe=-0.731, Synergy_HSA=-0.686.